This data is from Reaction yield outcomes from USPTO patents with 853,638 reactions. The task is: Predict the reaction yield, written as a fraction of the theoretical maximum amount of product (1.0 means a 100% yield; for example, 0.34 means a 34% yield). (1) The reactants are C1(C(=[N:14][C:15]2[N:16]=[CH:17][C:18]([N:21]3[CH2:26][CH2:25][N:24]([C:27]([O:29][C:30]([CH3:33])([CH3:32])[CH3:31])=[O:28])[CH2:23][C@@H:22]3[CH3:34])=[N:19][CH:20]=2)C2C=CC=CC=2)C=CC=CC=1.C([O-])(=O)C.[Na+].Cl.NO. The catalyst is CO. The product is [NH2:14][C:15]1[N:16]=[CH:17][C:18]([N:21]2[CH2:26][CH2:25][N:24]([C:27]([O:29][C:30]([CH3:33])([CH3:32])[CH3:31])=[O:28])[CH2:23][C@@H:22]2[CH3:34])=[N:19][CH:20]=1. The yield is 0.640. (2) The reactants are [C:1]([O:5][C:6](=[O:24])[CH2:7][CH2:8][CH2:9][CH2:10][CH2:11][CH2:12][CH2:13][CH2:14][CH2:15][CH2:16][CH2:17][CH2:18][CH2:19][CH2:20][N:21]=C=O)([CH3:4])([CH3:3])[CH3:2].[OH-].[Na+].O. The catalyst is O1CCCC1. The product is [C:1]([O:5][C:6](=[O:24])[CH2:7][CH2:8][CH2:9][CH2:10][CH2:11][CH2:12][CH2:13][CH2:14][CH2:15][CH2:16][CH2:17][CH2:18][CH2:19][CH2:20][NH2:21])([CH3:4])([CH3:2])[CH3:3]. The yield is 0.880. (3) The reactants are [Br:1][C:2]1[CH:3]=[C:4]([N+:19]([O-])=O)[C:5]([C:8]2[CH:17]=[CH:16][C:11]([C:12]([O:14][CH3:15])=[O:13])=[C:10]([Cl:18])[CH:9]=2)=[N:6][CH:7]=1.C1(P(C2C=CC=CC=2)CCP(C2C=CC=CC=2)C2C=CC=CC=2)C=CC=CC=1. No catalyst specified. The product is [Br:1][C:2]1[CH:7]=[N:6][C:5]2[C:8]3[CH:17]=[CH:16][C:11]([C:12]([O:14][CH3:15])=[O:13])=[C:10]([Cl:18])[C:9]=3[NH:19][C:4]=2[CH:3]=1. The yield is 0.0800.